Dataset: Reaction yield outcomes from USPTO patents with 853,638 reactions. Task: Predict the reaction yield, written as a fraction of the theoretical maximum amount of product (1.0 means a 100% yield; for example, 0.34 means a 34% yield). (1) The reactants are Br[C:2]1[N:10]2[C:5]([CH:6]=[N:7][C:8]([NH:11][C:12]3[CH:17]=[CH:16][C:15]([N:18]4[CH2:23][CH2:22][N:21]([CH3:24])[CH2:20][CH2:19]4)=[CH:14][CH:13]=3)=[N:9]2)=[CH:4][CH:3]=1.[CH3:25][C:26]1([CH3:42])[C:30]([CH3:32])([CH3:31])[O:29][B:28]([B:28]2[O:29][C:30]([CH3:32])([CH3:31])[C:26]([CH3:42])([CH3:25])[O:27]2)[O:27]1.C([O-])(=O)C.[K+]. The catalyst is O1CCOCC1.C1CCC(P(C2CCCCC2)C2CCCCC2)CC1.C1CCC(P(C2CCCCC2)C2CCCCC2)CC1.[Pd]. The product is [CH3:24][N:21]1[CH2:22][CH2:23][N:18]([C:15]2[CH:16]=[CH:17][C:12]([NH:11][C:8]3[N:7]=[CH:6][C:5]4=[CH:4][CH:3]=[C:2]([B:28]5[O:29][C:30]([CH3:32])([CH3:31])[C:26]([CH3:42])([CH3:25])[O:27]5)[N:10]4[N:9]=3)=[CH:13][CH:14]=2)[CH2:19][CH2:20]1. The yield is 0.750. (2) The reactants are Br[C:2]1[CH:10]=[CH:9][C:5]([C:6]([OH:8])=[O:7])=[C:4]([O:11][C:12]([F:15])([F:14])[F:13])[CH:3]=1.[CH:16]([B-](F)(F)F)=[CH2:17].[K+].C([O-])([O-])=O.[K+].[K+]. The catalyst is CS(C)=O.O. The product is [F:13][C:12]([F:15])([F:14])[O:11][C:4]1[CH:3]=[C:2]([CH:16]=[CH2:17])[CH:10]=[CH:9][C:5]=1[C:6]([OH:8])=[O:7]. The yield is 0.470. (3) The reactants are Br[C:2]1[S:24][C:5]2[N:6]([CH3:23])[N:7]=[C:8]([C:12]([NH:14][CH2:15][C:16]3[CH:21]=[CH:20][C:19]([Cl:22])=[CH:18][CH:17]=3)=[O:13])[S:9](=[O:11])(=[O:10])[C:4]=2[CH:3]=1.CN([CH:28]=[O:29])C.[CH2:30](N(CC)CC)[CH3:31]. No catalyst specified. The product is [Cl:22][C:19]1[CH:20]=[CH:21][C:16]([CH2:15][NH:14][C:12]([C:8]2[S:9](=[O:11])(=[O:10])[C:4]3[CH:3]=[C:2]([C:30]#[C:31][CH2:28][OH:29])[S:24][C:5]=3[N:6]([CH3:23])[N:7]=2)=[O:13])=[CH:17][CH:18]=1. The yield is 0.250. (4) The reactants are C(=O)([O-])[O-].[K+].[K+].[NH2:7][C:8]1[C:21]([Cl:22])=[CH:20][C:19]([Cl:23])=[CH:18][C:9]=1[C:10]([N:12]=[S:13]([CH2:16][CH3:17])[CH2:14][CH3:15])=[O:11].[Cl:24][C:25]1[C:26]([N:31]2[C:35]([C:36](Cl)=[O:37])=[CH:34][C:33]([C:39]([F:42])([F:41])[F:40])=[N:32]2)=[N:27][CH:28]=[CH:29][CH:30]=1.O. The catalyst is C1(C)C=CC=CC=1. The product is [Cl:24][C:25]1[C:26]([N:31]2[C:35]([C:36]([NH:7][C:8]3[C:9]([C:10](=[O:11])[N:12]=[S:13]([CH2:14][CH3:15])[CH2:16][CH3:17])=[CH:18][C:19]([Cl:23])=[CH:20][C:21]=3[Cl:22])=[O:37])=[CH:34][C:33]([C:39]([F:42])([F:40])[F:41])=[N:32]2)=[N:27][CH:28]=[CH:29][CH:30]=1. The yield is 0.650. (5) The reactants are [NH2:1][C:2]1[C:7]([NH2:8])=[CH:6][CH:5]=[CH:4][N:3]=1.P(Cl)(Cl)(Cl)=O.[N:14]1[CH:19]=[CH:18][CH:17]=[CH:16][C:15]=1[C:20]1[C:21]([C:28](O)=O)=[C:22]2[CH2:27][CH2:26][CH2:25][N:23]2[N:24]=1. The catalyst is Cl. The product is [N:14]1[CH:19]=[CH:18][CH:17]=[CH:16][C:15]=1[C:20]1[C:21]([C:28]2[NH:8][C:7]3[C:2]([N:1]=2)=[N:3][CH:4]=[CH:5][CH:6]=3)=[C:22]2[CH2:27][CH2:26][CH2:25][N:23]2[N:24]=1. The yield is 0.480. (6) The reactants are [F:1][C:2]1[CH:3]=[CH:4][C:5]([O:10][C:11]2[CH:12]=[C:13]3[C:17](=[CH:18][CH:19]=2)[NH:16][N:15]=[CH:14]3)=[C:6]([CH:9]=1)[C:7]#[N:8].[H-].[Na+].[CH3:22][C:23]1([CH3:26])[CH2:25][O:24]1. The catalyst is CN(C=O)C.CCOCC. The product is [F:1][C:2]1[CH:3]=[CH:4][C:5]([O:10][C:11]2[CH:12]=[C:13]3[C:17](=[CH:18][CH:19]=2)[N:16]([CH2:22][C:23]([OH:24])([CH3:26])[CH3:25])[N:15]=[CH:14]3)=[C:6]([CH:9]=1)[C:7]#[N:8]. The yield is 0.470.